From a dataset of Aqueous solubility values for 9,982 compounds from the AqSolDB database. Regression/Classification. Given a drug SMILES string, predict its absorption, distribution, metabolism, or excretion properties. Task type varies by dataset: regression for continuous measurements (e.g., permeability, clearance, half-life) or binary classification for categorical outcomes (e.g., BBB penetration, CYP inhibition). For this dataset (solubility_aqsoldb), we predict Y. (1) The compound is C1CC[C@@H]2CCCN[C@H]2C1. The Y is -1.08 log mol/L. (2) The compound is CC12CCCC1C1CCC3CC(=O)C(=O)CC3(C)C1CC2. The Y is -3.76 log mol/L. (3) The compound is CCN(C)N=O. The Y is 0.532 log mol/L. (4) The drug is O=C1c2ccccc2C(=O)c2c(Nc3nc(Nc4cccc5c4C(=O)c4ccccc4C5=O)nc(-c4ccccc4)n3)cccc21. The Y is -7.78 log mol/L. (5) The compound is OCc1ccco1. The Y is 1.01 log mol/L. (6) The drug is [Al+3].[Al+3].[Ca+2].[Ca+2].[O-2].[O-2].[O-2].[O-2].[O-2]. The Y is -6.33 log mol/L. (7) The molecule is O=C(c1cc(N2CC2)c([N+](=O)[O-])cc1[N+](=O)[O-])N1CCCCC1. The Y is -3.17 log mol/L. (8) The drug is O=C([O-])COc1ccccc1.[Na+]. The Y is 0.109 log mol/L. (9) The drug is CCC(C)c1ccc(O)c([N+](=O)[O-])c1. The Y is -3.84 log mol/L.